From a dataset of Forward reaction prediction with 1.9M reactions from USPTO patents (1976-2016). Predict the product of the given reaction. (1) Given the reactants [F:1][C:2]([F:41])([O:6][C:7]1[CH:8]=[C:9]([CH2:13][N:14]([CH2:34][CH:35]([OH:40])[C:36]([F:39])([F:38])[F:37])[C:15]2[CH:16]=[C:17]([CH:31]=[CH:32][CH:33]=2)[O:18][CH2:19][C:20]2[CH:21]=[C:22]([CH:28]=[CH:29][CH:30]=2)[C:23]([O:25]CC)=[O:24])[CH:10]=[CH:11][CH:12]=1)[CH:3]([F:5])[F:4].[OH-].[Li+].Cl, predict the reaction product. The product is: [F:1][C:2]([F:41])([O:6][C:7]1[CH:8]=[C:9]([CH2:13][N:14]([CH2:34][CH:35]([OH:40])[C:36]([F:37])([F:38])[F:39])[C:15]2[CH:16]=[C:17]([CH:31]=[CH:32][CH:33]=2)[O:18][CH2:19][C:20]2[CH:21]=[C:22]([CH:28]=[CH:29][CH:30]=2)[C:23]([OH:25])=[O:24])[CH:10]=[CH:11][CH:12]=1)[CH:3]([F:4])[F:5]. (2) Given the reactants [CH:1]1([C:4]2[C:5]([NH:24][S:25]([CH3:28])(=[O:27])=[O:26])=[CH:6][C:7]3[O:11][C:10]([C:12]4[CH:17]=[CH:16][C:15]([F:18])=[CH:14][CH:13]=4)=[C:9]([C:19]([NH:21][CH3:22])=[O:20])[C:8]=3[CH:23]=2)[CH2:3][CH2:2]1.F[C:30]1[CH:31]=[CH:32][C:33]([N+:40]([O-:42])=[O:41])=[C:34]([CH:39]=1)[C:35]([O:37][CH3:38])=[O:36].C(=O)([O-])[O-].[K+].[K+], predict the reaction product. The product is: [CH:1]1([C:4]2[C:5]([N:24]([C:30]3[CH:31]=[CH:32][C:33]([N+:40]([O-:42])=[O:41])=[C:34]([CH:39]=3)[C:35]([O:37][CH3:38])=[O:36])[S:25]([CH3:28])(=[O:27])=[O:26])=[CH:6][C:7]3[O:11][C:10]([C:12]4[CH:17]=[CH:16][C:15]([F:18])=[CH:14][CH:13]=4)=[C:9]([C:19](=[O:20])[NH:21][CH3:22])[C:8]=3[CH:23]=2)[CH2:3][CH2:2]1. (3) Given the reactants [Cl:1][C:2]1[CH:3]=[CH:4][C:5]2[C:11]3[N:12]=[C:13](N)[N:14]=[CH:15][C:10]=3[CH2:9][N:8]=[C:7]([C:17]3[C:22]([F:23])=[CH:21][CH:20]=[CH:19][C:18]=3[F:24])[C:6]=2[CH:25]=1.[I:26]CI.N(OCCC(C)C)=O.Cl, predict the reaction product. The product is: [Cl:1][C:2]1[CH:3]=[CH:4][C:5]2[C:11]3[N:12]=[C:13]([I:26])[N:14]=[CH:15][C:10]=3[CH2:9][N:8]=[C:7]([C:17]3[C:22]([F:23])=[CH:21][CH:20]=[CH:19][C:18]=3[F:24])[C:6]=2[CH:25]=1. (4) Given the reactants [CH3:1][O:2][CH:3]1[CH2:8][CH2:7][CH2:6][N:5]([CH2:9][C:10]#[N:11])[CH2:4]1, predict the reaction product. The product is: [CH3:1][O:2][CH:3]1[CH2:8][CH2:7][CH2:6][N:5]([CH2:9][CH2:10][NH2:11])[CH2:4]1. (5) Given the reactants [CH2:1]([O:3][C:4]([C:6]1([CH2:12][C:13]#[N:14])[CH2:11][CH2:10][NH:9][CH2:8][CH2:7]1)=[O:5])[CH3:2].[Cl:15][C:16]1[CH:21]=[CH:20][CH:19]=[CH:18][C:17]=1[S:22](Cl)(=[O:24])=[O:23], predict the reaction product. The product is: [CH2:1]([O:3][C:4]([C:6]1([CH2:12][C:13]#[N:14])[CH2:7][CH2:8][N:9]([S:22]([C:17]2[CH:18]=[CH:19][CH:20]=[CH:21][C:16]=2[Cl:15])(=[O:24])=[O:23])[CH2:10][CH2:11]1)=[O:5])[CH3:2].